Dataset: Catalyst prediction with 721,799 reactions and 888 catalyst types from USPTO. Task: Predict which catalyst facilitates the given reaction. Reactant: [CH2:1]([O:8][C:9]([NH:11][CH2:12][CH2:13][N:14]1[C:19]2[CH:20]=[C:21]([C:25]([O:27]C)=[O:26])[C:22]([CH3:24])=[CH:23][C:18]=2[O:17][C:16]([CH3:39])([C:29]2[CH:34]=[CH:33][CH:32]=[C:31]([C:35]([F:38])([F:37])[F:36])[CH:30]=2)[C:15]1=[O:40])=[O:10])[C:2]1[CH:7]=[CH:6][CH:5]=[CH:4][CH:3]=1.[OH-].[Na+]. Product: [CH2:1]([O:8][C:9]([NH:11][CH2:12][CH2:13][N:14]1[C:19]2[CH:20]=[C:21]([C:25]([OH:27])=[O:26])[C:22]([CH3:24])=[CH:23][C:18]=2[O:17][C:16]([CH3:39])([C:29]2[CH:34]=[CH:33][CH:32]=[C:31]([C:35]([F:38])([F:37])[F:36])[CH:30]=2)[C:15]1=[O:40])=[O:10])[C:2]1[CH:7]=[CH:6][CH:5]=[CH:4][CH:3]=1. The catalyst class is: 12.